This data is from Reaction yield outcomes from USPTO patents with 853,638 reactions. The task is: Predict the reaction yield, written as a fraction of the theoretical maximum amount of product (1.0 means a 100% yield; for example, 0.34 means a 34% yield). (1) The catalyst is C(O)C. The reactants are [N+:1]([C:4]1[CH:9]=[CH:8][C:7]([C:10]2[S:11][C:12]3[CH:18]=[CH:17][CH:16]=[CH:15][C:13]=3[N:14]=2)=[CH:6][CH:5]=1)([O-])=O.O.O.[Sn](Cl)Cl. The product is [NH2:1][C:4]1[CH:5]=[CH:6][C:7]([C:10]2[S:11][C:12]3[CH:18]=[CH:17][CH:16]=[CH:15][C:13]=3[N:14]=2)=[CH:8][CH:9]=1. The yield is 0.970. (2) The reactants are [CH2:1]([NH:8]/[C:9](=[C:12]1/[C:13]([CH2:25][C:26]([O:28][CH3:29])=[O:27])=[N:14][N:15]([C:18]2[CH:23]=[CH:22][CH:21]=[CH:20][C:19]=2[Cl:24])[C:16]/1=[O:17])/[CH2:10]Cl)[C:2]1[CH:7]=[CH:6][CH:5]=[CH:4][CH:3]=1.[NH:30]1[CH2:35][CH2:34][O:33][CH2:32][CH2:31]1.CCN(C(C)C)C(C)C. The catalyst is C1(C)C=CC=CC=1. The product is [CH2:1]([NH:8]/[C:9](=[C:12]1/[C:13]([CH2:25][C:26]([O:28][CH3:29])=[O:27])=[N:14][N:15]([C:18]2[CH:23]=[CH:22][CH:21]=[CH:20][C:19]=2[Cl:24])[C:16]/1=[O:17])/[CH2:10][N:30]1[CH2:35][CH2:34][O:33][CH2:32][CH2:31]1)[C:2]1[CH:3]=[CH:4][CH:5]=[CH:6][CH:7]=1. The yield is 0.980. (3) The product is [Cl:1][C:2]1[C:7]([CH2:8][CH2:9][N:25]2[C:21](=[O:31])[C:22]3[C:23](=[CH:27][CH:28]=[CH:29][CH:30]=3)[C:24]2=[O:26])=[C:6]([NH:11][C@@H:12]2[C:20]3[C:15](=[CH:16][CH:17]=[CH:18][CH:19]=3)[CH2:14][CH2:13]2)[N:5]=[CH:4][N:3]=1. The reactants are [Cl:1][C:2]1[C:7]([CH2:8][CH2:9]O)=[C:6]([NH:11][C@@H:12]2[C:20]3[C:15](=[CH:16][CH:17]=[CH:18][CH:19]=3)[CH2:14][CH2:13]2)[N:5]=[CH:4][N:3]=1.[C:21]1(=[O:31])[NH:25][C:24](=[O:26])[C:23]2=[CH:27][CH:28]=[CH:29][CH:30]=[C:22]12.C1(P(C2C=CC=CC=2)C2C=CC=CC=2)C=CC=CC=1.CC(OC(/N=N/C(OC(C)C)=O)=O)C. The catalyst is C1COCC1. The yield is 0.860. (4) The reactants are [Br:1][C:2]1[CH:3]=[C:4]2[C:8](=[CH:9][CH:10]=1)[NH:7][C:6](=[O:11])[C:5]2([OH:13])[CH3:12].[CH3:14]C(C)([O-])C.[K+].COS(C1C=CC(C)=CC=1)(=O)=O.[Cl-].[NH4+]. The catalyst is CN(C=O)C. The product is [Br:1][C:2]1[CH:3]=[C:4]2[C:8](=[CH:9][CH:10]=1)[NH:7][C:6](=[O:11])[C:5]2([O:13][CH3:14])[CH3:12]. The yield is 0.530.